Dataset: Catalyst prediction with 721,799 reactions and 888 catalyst types from USPTO. Task: Predict which catalyst facilitates the given reaction. (1) Reactant: CC(OC(/N=N/C(OC(C)C)=O)=O)C.[OH:15][C:16]1[CH:21]=[CH:20][C:19]([C:22]2[CH:27]=[CH:26][C:25]([NH:28][C:29]([C:31]3[CH:32]=[C:33]([C:39]4[CH:44]=[CH:43][CH:42]=[C:41]([O:45][CH3:46])[CH:40]=4)[C:34]([O:37][CH3:38])=[CH:35][CH:36]=3)=[O:30])=[C:24]([N+:47]([O-:49])=[O:48])[CH:23]=2)=[CH:18][CH:17]=1.[CH3:50][N:51]1[CH2:56][CH2:55][CH:54](O)[CH2:53][CH2:52]1.C1(P(C2C=CC=CC=2)C2C=CC=CC=2)C=CC=CC=1. Product: [CH3:46][O:45][C:41]1[CH:40]=[C:39]([C:33]2[C:34]([O:37][CH3:38])=[CH:35][CH:36]=[C:31]([C:29]([NH:28][C:25]3[CH:26]=[CH:27][C:22]([C:19]4[CH:18]=[CH:17][C:16]([O:15][CH:54]5[CH2:55][CH2:56][N:51]([CH3:50])[CH2:52][CH2:53]5)=[CH:21][CH:20]=4)=[CH:23][C:24]=3[N+:47]([O-:49])=[O:48])=[O:30])[CH:32]=2)[CH:44]=[CH:43][CH:42]=1. The catalyst class is: 1. (2) Reactant: [OH:1][CH:2]1[CH2:7][CH2:6][N:5]([C@H:8]([C:10]2[CH:15]=[CH:14][CH:13]=[CH:12][CH:11]=2)[CH3:9])[CH:4]([C:16]([O:18][CH3:19])=[O:17])[CH2:3]1.C[N+]1([O-])CCOCC1. Product: [O:1]=[C:2]1[CH2:7][CH2:6][N:5]([C@H:8]([C:10]2[CH:15]=[CH:14][CH:13]=[CH:12][CH:11]=2)[CH3:9])[CH:4]([C:16]([O:18][CH3:19])=[O:17])[CH2:3]1. The catalyst class is: 678.